Task: Regression. Given two drug SMILES strings and cell line genomic features, predict the synergy score measuring deviation from expected non-interaction effect.. Dataset: NCI-60 drug combinations with 297,098 pairs across 59 cell lines Drug 1: C1CC(=O)NC(=O)C1N2CC3=C(C2=O)C=CC=C3N. Drug 2: CC1=CC=C(C=C1)C2=CC(=NN2C3=CC=C(C=C3)S(=O)(=O)N)C(F)(F)F. Cell line: SW-620. Synergy scores: CSS=7.97, Synergy_ZIP=-2.59, Synergy_Bliss=-6.66, Synergy_Loewe=-1.09, Synergy_HSA=-5.68.